This data is from Catalyst prediction with 721,799 reactions and 888 catalyst types from USPTO. The task is: Predict which catalyst facilitates the given reaction. Reactant: C[Si](C)(C)[C:3]1[Se:7][C:6]2=[C:8]([O:28][CH2:29][CH:30]([CH2:35][CH3:36])[CH2:31][CH2:32][CH2:33][CH3:34])[C:9]3[CH:13]=[C:12]([Si](C)(C)C)[Se:11][C:10]=3[C:18]([O:19][CH2:20][CH:21]([CH2:26][CH3:27])[CH2:22][CH2:23][CH2:24][CH3:25])=[C:5]2[CH:4]=1.[F-].C([N+](CCCC)(CCCC)CCCC)CCC.O. Product: [CH2:35]([CH:30]([CH2:31][CH2:32][CH2:33][CH3:34])[CH2:29][O:28][C:8]1[C:6]2[Se:7][CH:3]=[CH:4][C:5]=2[C:18]([O:19][CH2:20][CH:21]([CH2:26][CH3:27])[CH2:22][CH2:23][CH2:24][CH3:25])=[C:10]2[Se:11][CH:12]=[CH:13][C:9]=12)[CH3:36]. The catalyst class is: 1.